This data is from Forward reaction prediction with 1.9M reactions from USPTO patents (1976-2016). The task is: Predict the product of the given reaction. (1) Given the reactants C(OC([N:8]1[CH2:12][CH2:11][C@@H:10]([N:13]=[N+:14]=[N-:15])[C@H:9]1[C:16](=[O:27])[NH:17][CH2:18][C:19]1[CH:24]=[CH:23][CH:22]=[C:21]([Cl:25])[C:20]=1[F:26])=O)(C)(C)C.[C:28]([OH:34])([C:30]([F:33])([F:32])[F:31])=[O:29].CO, predict the reaction product. The product is: [F:31][C:30]([F:33])([F:32])[C:28]([OH:34])=[O:29].[Cl:25][C:21]1[C:20]([F:26])=[C:19]([CH:24]=[CH:23][CH:22]=1)[CH2:18][NH:17][C:16]([C@@H:9]1[C@H:10]([N:13]=[N+:14]=[N-:15])[CH2:11][CH2:12][NH:8]1)=[O:27]. (2) Given the reactants [CH3:1][O:2][C:3](=[O:13])[C:4]1[C:9]([CH3:10])=[CH:8][C:7]([F:11])=[CH:6][C:5]=1[I:12].[Br:14]NC(=O)CCC(N)=O.C(OOC(=O)C1C=CC=CC=1)(=O)C1C=CC=CC=1, predict the reaction product. The product is: [CH3:1][O:2][C:3](=[O:13])[C:4]1[C:5]([I:12])=[CH:6][C:7]([F:11])=[CH:8][C:9]=1[CH2:10][Br:14].